From a dataset of NCI-60 drug combinations with 297,098 pairs across 59 cell lines. Regression. Given two drug SMILES strings and cell line genomic features, predict the synergy score measuring deviation from expected non-interaction effect. (1) Drug 1: C1=CC(=CC=C1C#N)C(C2=CC=C(C=C2)C#N)N3C=NC=N3. Drug 2: CN1C2=C(C=C(C=C2)N(CCCl)CCCl)N=C1CCCC(=O)O.Cl. Cell line: SN12C. Synergy scores: CSS=-2.50, Synergy_ZIP=1.51, Synergy_Bliss=1.38, Synergy_Loewe=-3.44, Synergy_HSA=-3.34. (2) Drug 1: CC1=CC=C(C=C1)C2=CC(=NN2C3=CC=C(C=C3)S(=O)(=O)N)C(F)(F)F. Drug 2: C1CNP(=O)(OC1)N(CCCl)CCCl. Cell line: SK-OV-3. Synergy scores: CSS=-0.605, Synergy_ZIP=1.05, Synergy_Bliss=-0.449, Synergy_Loewe=-0.320, Synergy_HSA=-0.964. (3) Drug 1: CCC(=C(C1=CC=CC=C1)C2=CC=C(C=C2)OCCN(C)C)C3=CC=CC=C3.C(C(=O)O)C(CC(=O)O)(C(=O)O)O. Drug 2: CC1=C2C(C(=O)C3(C(CC4C(C3C(C(C2(C)C)(CC1OC(=O)C(C(C5=CC=CC=C5)NC(=O)OC(C)(C)C)O)O)OC(=O)C6=CC=CC=C6)(CO4)OC(=O)C)O)C)O. Cell line: SK-OV-3. Synergy scores: CSS=35.3, Synergy_ZIP=12.9, Synergy_Bliss=16.3, Synergy_Loewe=12.8, Synergy_HSA=14.9. (4) Synergy scores: CSS=20.3, Synergy_ZIP=2.21, Synergy_Bliss=1.40, Synergy_Loewe=7.78, Synergy_HSA=8.00. Drug 2: CC1=C(C(CCC1)(C)C)C=CC(=CC=CC(=CC(=O)O)C)C. Drug 1: C1=C(C(=O)NC(=O)N1)N(CCCl)CCCl. Cell line: KM12. (5) Drug 1: C1C(C(OC1N2C=NC3=C(N=C(N=C32)Cl)N)CO)O. Drug 2: CC1C(C(CC(O1)OC2CC(CC3=C2C(=C4C(=C3O)C(=O)C5=C(C4=O)C(=CC=C5)OC)O)(C(=O)CO)O)N)O.Cl. Cell line: A549. Synergy scores: CSS=40.4, Synergy_ZIP=-7.19, Synergy_Bliss=-4.46, Synergy_Loewe=-5.27, Synergy_HSA=-1.84. (6) Drug 1: CC1=C2C(C(=O)C3(C(CC4C(C3C(C(C2(C)C)(CC1OC(=O)C(C(C5=CC=CC=C5)NC(=O)OC(C)(C)C)O)O)OC(=O)C6=CC=CC=C6)(CO4)OC(=O)C)O)C)O. Drug 2: CS(=O)(=O)CCNCC1=CC=C(O1)C2=CC3=C(C=C2)N=CN=C3NC4=CC(=C(C=C4)OCC5=CC(=CC=C5)F)Cl. Cell line: SNB-19. Synergy scores: CSS=21.0, Synergy_ZIP=12.1, Synergy_Bliss=15.8, Synergy_Loewe=16.8, Synergy_HSA=15.7. (7) Drug 1: COC1=C2C(=CC3=C1OC=C3)C=CC(=O)O2. Drug 2: C1CNP(=O)(OC1)N(CCCl)CCCl. Cell line: HOP-92. Synergy scores: CSS=-3.97, Synergy_ZIP=3.31, Synergy_Bliss=4.15, Synergy_Loewe=-4.79, Synergy_HSA=-4.53. (8) Drug 1: CC1C(C(CC(O1)OC2CC(CC3=C2C(=C4C(=C3O)C(=O)C5=C(C4=O)C(=CC=C5)OC)O)(C(=O)C)O)N)O.Cl. Drug 2: CC12CCC3C(C1CCC2O)C(CC4=C3C=CC(=C4)O)CCCCCCCCCS(=O)CCCC(C(F)(F)F)(F)F. Cell line: MCF7. Synergy scores: CSS=22.4, Synergy_ZIP=-3.89, Synergy_Bliss=-3.35, Synergy_Loewe=0.505, Synergy_HSA=1.09. (9) Drug 1: CC1=C2C(C(=O)C3(C(CC4C(C3C(C(C2(C)C)(CC1OC(=O)C(C(C5=CC=CC=C5)NC(=O)C6=CC=CC=C6)O)O)OC(=O)C7=CC=CC=C7)(CO4)OC(=O)C)O)C)OC(=O)C. Drug 2: B(C(CC(C)C)NC(=O)C(CC1=CC=CC=C1)NC(=O)C2=NC=CN=C2)(O)O. Cell line: OVCAR-8. Synergy scores: CSS=75.7, Synergy_ZIP=-0.465, Synergy_Bliss=-2.80, Synergy_Loewe=-5.66, Synergy_HSA=-3.68.